Dataset: Full USPTO retrosynthesis dataset with 1.9M reactions from patents (1976-2016). Task: Predict the reactants needed to synthesize the given product. (1) Given the product [CH3:16][O:13][C:12]([C:9]1([C:6]2[CH:5]=[CH:4][C:3]([O:2][CH3:1])=[CH:8][CH:7]=2)[CH2:10][CH2:11]1)=[O:14], predict the reactants needed to synthesize it. The reactants are: [CH3:1][O:2][C:3]1[CH:8]=[CH:7][C:6]([C:9]2([C:12]([OH:14])=[O:13])[CH2:11][CH2:10]2)=[CH:5][CH:4]=1.O.[C:16]1(C)C=CC(S(O)(=O)=O)=CC=1. (2) Given the product [Cl:18][C:19]1[CH:20]=[C:21]([CH:35]=[CH:36][C:37]=1[Cl:38])[CH2:22][CH:23]1[CH2:24][CH2:25][N:26]([CH2:29][CH:30]([NH:34][CH2:15][CH2:14][NH:7][C:8]2[CH:9]=[CH:10][CH:11]=[CH:12][CH:13]=2)[CH:31]([CH3:33])[CH3:32])[CH2:27][CH2:28]1, predict the reactants needed to synthesize it. The reactants are: C(OC(=O)[N:7]([CH2:14][CH:15]=O)[C:8]1[CH:13]=[CH:12][CH:11]=[CH:10][CH:9]=1)(C)(C)C.[Cl:18][C:19]1[CH:20]=[C:21]([CH:35]=[CH:36][C:37]=1[Cl:38])[CH2:22][CH:23]1[CH2:28][CH2:27][N:26]([CH2:29][CH:30]([NH2:34])[CH:31]([CH3:33])[CH3:32])[CH2:25][CH2:24]1.[BH3-]C#N.[Na+]. (3) Given the product [F:14][C:15]1[CH:37]=[CH:36][CH:35]=[CH:34][C:16]=1[O:17][C:18]1[C:31](=[O:32])[N:30]([CH3:33])[C:21]2[N:22]=[C:23]([NH:9][C:6]3[CH:5]=[CH:4][C:3]([CH3:2])=[CH:8][N:7]=3)[N:24]=[CH:25][C:20]=2[CH:19]=1, predict the reactants needed to synthesize it. The reactants are: Cl.[CH3:2][C:3]1[CH:4]=[CH:5][C:6]([NH2:9])=[N:7][CH:8]=1.O.[OH-].[Ba+2].[OH-].[F:14][C:15]1[CH:37]=[CH:36][CH:35]=[CH:34][C:16]=1[O:17][C:18]1[C:31](=[O:32])[N:30]([CH3:33])[C:21]2[N:22]=[C:23](S(C)(=O)=O)[N:24]=[CH:25][C:20]=2[CH:19]=1. (4) Given the product [N:1]([CH2:21][CH2:22][CH2:23][CH2:24][CH2:25][CH2:26][CH2:27][CH2:28][CH2:29][CH2:30][C:31]([OH:33])=[O:32])=[N+:2]=[N-:3], predict the reactants needed to synthesize it. The reactants are: [N-:1]=[N+:2]=[N-:3].[Na+].FC(F)(F)S(OS(C(F)(F)F)(=O)=O)(=O)=O.N[CH2:21][CH2:22][CH2:23][CH2:24][CH2:25][CH2:26][CH2:27][CH2:28][CH2:29][CH2:30][C:31]([OH:33])=[O:32].C([O-])([O-])=O.[K+].[K+]. (5) Given the product [F:4][C:5]1[CH:10]=[CH:9][C:8]([S:11][C:12]2[C:20]([CH3:21])=[N:2][NH:3][C:13]=2[C:14]([O:16][CH2:17][CH3:18])=[O:15])=[CH:7][CH:6]=1, predict the reactants needed to synthesize it. The reactants are: O.[NH2:2][NH2:3].[F:4][C:5]1[CH:10]=[CH:9][C:8]([S:11][CH:12]([C:20](=O)[CH3:21])[C:13](=O)[C:14]([O:16][CH2:17][CH3:18])=[O:15])=[CH:7][CH:6]=1. (6) Given the product [CH3:20][C:21]1([CH3:25])[C:22](=[O:23])[NH:1][C:4]2[CH:5]=[CH:6][C:7]([CH3:11])=[CH:8][C:9]=2[O:10]1, predict the reactants needed to synthesize it. The reactants are: [N+:1]([C:4]1[CH:5]=[CH:6][C:7]([CH3:11])=[CH:8][C:9]=1[OH:10])([O-])=O.C(=O)([O-])[O-].[Cs+].[Cs+].C([CH2:20][C:21](Br)([CH3:25])[C:22](O)=[O:23])C. (7) Given the product [CH3:17][C:18]([NH:19][C:14]([C:12]1[CH:11]=[CH:10][CH:9]=[C:8]([C:4]2[CH:5]=[CH:6][CH:7]=[C:2]([Cl:1])[CH:3]=2)[N:13]=1)=[O:16])([C:20]1[O:21][CH:22]=[CH:23][N:24]=1)[CH3:25], predict the reactants needed to synthesize it. The reactants are: [Cl:1][C:2]1[CH:3]=[C:4]([C:8]2[N:13]=[C:12]([C:14]([OH:16])=O)[CH:11]=[CH:10][CH:9]=2)[CH:5]=[CH:6][CH:7]=1.[CH3:17][C:18]([CH3:25])([C:20]1[O:21][CH:22]=[CH:23][N:24]=1)[NH2:19]. (8) Given the product [CH3:38][C:18]1[C:17]([CH2:16][O:15][C:12]2[CH:13]=[C:14]3[C:9]([CH:8]=[CH:7][N:6]3[CH2:5][C:4]([OH:39])=[O:3])=[CH:10][CH:11]=2)=[C:22]([C:23]([F:25])([F:26])[F:24])[CH:21]=[C:20]([C:27]2[CH:32]=[CH:31][C:30]([O:33][C:34]([F:36])([F:35])[F:37])=[CH:29][CH:28]=2)[N:19]=1, predict the reactants needed to synthesize it. The reactants are: C([O:3][C:4](=[O:39])[CH2:5][N:6]1[C:14]2[C:9](=[CH:10][CH:11]=[C:12]([O:15][CH2:16][C:17]3[C:18]([CH3:38])=[N:19][C:20]([C:27]4[CH:32]=[CH:31][C:30]([O:33][C:34]([F:37])([F:36])[F:35])=[CH:29][CH:28]=4)=[CH:21][C:22]=3[C:23]([F:26])([F:25])[F:24])[CH:13]=2)[CH:8]=[CH:7]1)C.[Li+].[OH-].